This data is from Reaction yield outcomes from USPTO patents with 853,638 reactions. The task is: Predict the reaction yield, written as a fraction of the theoretical maximum amount of product (1.0 means a 100% yield; for example, 0.34 means a 34% yield). The reactants are Cl.[N+:2]([C:5]1[CH:10]=[CH:9][CH:8]=[CH:7][C:6]=1[NH:11]N)([O-:4])=[O:3].[C:13]([C:16]1[CH:21]=[CH:20][CH:19]=[CH:18][N:17]=1)(=O)[CH3:14]. No catalyst specified. The product is [N+:2]([C:5]1[CH:10]=[CH:9][CH:8]=[C:7]2[C:6]=1[NH:11][C:13]([C:16]1[CH:21]=[CH:20][CH:19]=[CH:18][N:17]=1)=[CH:14]2)([O-:4])=[O:3]. The yield is 0.160.